This data is from NCI-60 drug combinations with 297,098 pairs across 59 cell lines. The task is: Regression. Given two drug SMILES strings and cell line genomic features, predict the synergy score measuring deviation from expected non-interaction effect. (1) Drug 1: C1=CC(=CC=C1CCC2=CNC3=C2C(=O)NC(=N3)N)C(=O)NC(CCC(=O)O)C(=O)O. Drug 2: C1C(C(OC1N2C=NC3=C(N=C(N=C32)Cl)N)CO)O. Cell line: OVCAR3. Synergy scores: CSS=18.2, Synergy_ZIP=-3.90, Synergy_Bliss=-3.93, Synergy_Loewe=-6.17, Synergy_HSA=-3.26. (2) Drug 1: C1CCN(CC1)CCOC2=CC=C(C=C2)C(=O)C3=C(SC4=C3C=CC(=C4)O)C5=CC=C(C=C5)O. Drug 2: CC12CCC3C(C1CCC2=O)CC(=C)C4=CC(=O)C=CC34C. Cell line: DU-145. Synergy scores: CSS=45.3, Synergy_ZIP=1.79, Synergy_Bliss=0.852, Synergy_Loewe=0.0872, Synergy_HSA=0.373.